The task is: Predict hERG channel inhibition at various concentrations.. This data is from hERG Central: cardiac toxicity at 1µM, 10µM, and general inhibition. (1) The compound is CCOC(=O)C1(CCOc2ccccc2)CCN(Cc2ccc(C)o2)CC1. Results: hERG_inhib (hERG inhibition (general)): blocker. (2) The compound is CCOc1ccc(-n2cnnn2)cc1S(=O)(=O)NCc1ccccc1. Results: hERG_inhib (hERG inhibition (general)): blocker. (3) The molecule is O=C(CN1CCN(c2ccccn2)CC1)Nc1ccc(Br)cc1. Results: hERG_inhib (hERG inhibition (general)): blocker. (4) The compound is O=C1CC2(CCN(C(=O)c3cccc(Cl)c3)CC2)Oc2ccccc21. Results: hERG_inhib (hERG inhibition (general)): blocker. (5) The drug is CCCCCn1c(NC(=O)c2ccco2)c(C(=O)OCC)c2nc3ccccc3nc21. Results: hERG_inhib (hERG inhibition (general)): blocker. (6) Results: hERG_inhib (hERG inhibition (general)): blocker. The compound is COc1ccc(CN2C3CCCC2CC(NC(=O)Nc2ccccc2)C3)cc1. (7) Results: hERG_inhib (hERG inhibition (general)): blocker. The drug is Cc1ccc(C2CN(C)CC2C(=O)c2ccc(F)cc2)cc1. (8) Results: hERG_inhib (hERG inhibition (general)): blocker. The molecule is CN(c1ccccc1)S(=O)(=O)c1cccc(C(=O)NCc2ccccc2CN2CCCC2)c1. (9) The molecule is COc1ccc(C(CCNCc2ccc(OC(C)C)cc2)c2ccccc2OC)cc1. Results: hERG_inhib (hERG inhibition (general)): blocker. (10) The molecule is O=C(NCc1ccco1)C1CCCN(S(=O)(=O)c2ccc(-n3cnnn3)cc2)C1. Results: hERG_inhib (hERG inhibition (general)): blocker.